Dataset: Kir2.1 potassium channel HTS with 301,493 compounds. Task: Binary Classification. Given a drug SMILES string, predict its activity (active/inactive) in a high-throughput screening assay against a specified biological target. (1) The compound is S(=O)(=O)(N1c2c(NC(=O)C1)cccc2)c1cc(F)c(OC)cc1. The result is 0 (inactive). (2) The drug is S1C=2N(C(C(=C(N2)c2ccccc2)C(OCC)=O)c2cc(OC)ccc2)C(=O)C1. The result is 0 (inactive). (3) The drug is S(Oc1c(OC)ccc(c1)/C=N\NC(=O)c1cc2c(cc1)cccc2)(=O)(=O)c1ccc(NC(=O)C)cc1. The result is 0 (inactive). (4) The drug is Clc1cc(NC(=O)CS(=O)(=O)Cc2nc(oc2C)c2ccc(cc2)C)c(OC)cc1OC. The result is 0 (inactive). (5) The drug is S(=O)(=O)(NNc1[nH]nc(c(=O)n1)C)c1ccc(cc1)C. The result is 0 (inactive). (6) The molecule is s\1c2c(n(c1=N/c1ccc(OC)cc1)C)cccc2. The result is 0 (inactive). (7) The drug is S(c1ccc(NC(=O)C2CN(C(=O)C2)Cc2ccccc2)cc1)C(F)F. The result is 0 (inactive).